This data is from Forward reaction prediction with 1.9M reactions from USPTO patents (1976-2016). The task is: Predict the product of the given reaction. (1) Given the reactants [S:1]1[C:5]([C:6](=[O:23])[CH2:7][O:8][C:9]([CH:11]2[CH2:15][CH2:14][CH2:13][N:12]2[C:16]([O:18][C:19]([CH3:22])([CH3:21])[CH3:20])=[O:17])=[O:10])=[CH:4][CH:3]2[S:24][CH:25]=[CH:26][CH:2]12.[Br:27]N1C(=O)CCC1=O, predict the reaction product. The product is: [C:19]([O:18][C:16]([N:12]1[CH2:13][CH2:14][CH2:15][CH:11]1[C:9]([O:8][CH2:7][C:6]([C:5]1[S:1][CH:2]2[CH:26]=[C:25]([Br:27])[S:24][CH:3]2[CH:4]=1)=[O:23])=[O:10])=[O:17])([CH3:20])([CH3:21])[CH3:22]. (2) Given the reactants [Cl:1][C:2]1[CH:11]=[CH:10][C:5]2[NH:6][C:7]([SH:9])=[N:8][C:4]=2[C:3]=1[C:12]#[N:13].[C:14](=O)([O-])[O-].[K+].[K+], predict the reaction product. The product is: [Cl:1][C:2]1[CH:11]=[CH:10][C:5]2[NH:6][C:7]([S:9][CH3:14])=[N:8][C:4]=2[C:3]=1[C:12]#[N:13]. (3) Given the reactants [O:1]1[CH2:6][CH2:5][CH:4]([OH:7])[CH2:3][CH2:2]1.Cl[C:9]1[CH:10]=[CH:11][C:12]([N+:24]([O-:26])=[O:25])=[C:13]([CH2:15][NH:16][C:17](=[O:23])[O:18][C:19]([CH3:22])([CH3:21])[CH3:20])[CH:14]=1.[H-].[Na+].CN(C)C=O, predict the reaction product. The product is: [O:1]1[CH2:6][CH2:5][CH:4]([O:7][C:9]2[CH:10]=[CH:11][C:12]([N+:24]([O-:26])=[O:25])=[C:13]([CH2:15][NH:16][C:17](=[O:23])[O:18][C:19]([CH3:22])([CH3:20])[CH3:21])[CH:14]=2)[CH2:3][CH2:2]1. (4) The product is: [CH3:1][C:2]1([CH3:16])[CH2:7][C:6]([CH3:9])([CH3:8])[CH2:5][C:4]([CH2:12][C:13]([NH2:17])=[O:14])([CH:10]=[CH2:11])[CH2:3]1. Given the reactants [CH3:1][C:2]1([CH3:16])[CH2:7][C:6]([CH3:9])([CH3:8])[CH2:5][C:4]([CH2:12][C:13](O)=[O:14])([CH:10]=[CH2:11])[CH2:3]1.[NH2:17]C(N)=S, predict the reaction product. (5) Given the reactants [NH2:1][C:2]1[C:3]([NH:12][CH2:13][CH:14]([O:17][CH3:18])[O:15][CH3:16])=[C:4]([CH:9]=[CH:10][CH:11]=1)[C:5]([O:7][CH3:8])=[O:6].[CH:19](OC)(OC)OC, predict the reaction product. The product is: [CH3:16][O:15][CH:14]([O:17][CH3:18])[CH2:13][N:12]1[C:3]2[C:4]([C:5]([O:7][CH3:8])=[O:6])=[CH:9][CH:10]=[CH:11][C:2]=2[N:1]=[CH:19]1. (6) Given the reactants F[C:2]1[C:7]([C:8]2[N:13]=[C:12]([CH3:14])[N:11]=[C:10]([N:15]([CH2:25][C:26]3[CH:31]=[CH:30][C:29]([O:32][CH3:33])=[CH:28][CH:27]=3)[CH2:16][C:17]3[CH:22]=[CH:21][C:20]([O:23][CH3:24])=[CH:19][CH:18]=3)[N:9]=2)=[CH:6][C:5]([C@H:34]([N:36]2[CH2:41][CH2:40][N:39]([S:42]([CH3:45])(=[O:44])=[O:43])[CH2:38][CH2:37]2)[CH3:35])=[CH:4][N:3]=1.[F:46][C:47]1[CH:56]=[C:55]([NH2:57])[CH:54]=[C:53]2[C:48]=1[CH:49]=[CH:50][CH:51]=[N:52]2.C[Si]([N-][Si](C)(C)C)(C)C.[Li+], predict the reaction product. The product is: [CH3:24][O:23][C:20]1[CH:19]=[CH:18][C:17]([CH2:16][N:15]([CH2:25][C:26]2[CH:31]=[CH:30][C:29]([O:32][CH3:33])=[CH:28][CH:27]=2)[C:10]2[N:11]=[C:12]([CH3:14])[N:13]=[C:8]([C:7]3[C:2]([NH:57][C:55]4[CH:54]=[C:53]5[C:48]([CH:49]=[CH:50][CH:51]=[N:52]5)=[C:47]([F:46])[CH:56]=4)=[N:3][CH:4]=[C:5]([C@H:34]([N:36]4[CH2:41][CH2:40][N:39]([S:42]([CH3:45])(=[O:43])=[O:44])[CH2:38][CH2:37]4)[CH3:35])[CH:6]=3)[N:9]=2)=[CH:22][CH:21]=1. (7) The product is: [CH3:6][C:7]1[CH:8]=[N:9][C:10]([CH2:16][S+:17]([O-:29])[C:18]2[NH:19][C:20]3[CH:21]=[CH:22][C:23]([O:27][CH3:28])=[CH:24][C:25]=3[N:26]=2)=[C:11]([CH3:15])[C:12]=1[O:13][CH3:14]. Given the reactants O1CCCC1.[CH3:6][C:7]1[CH:8]=[N:9][C:10]([CH2:16][S+:17]([O-:29])[C:18]2[N-:19][C:20]3[CH:21]=[CH:22][C:23]([O:27][CH3:28])=[CH:24][C:25]=3[N:26]=2)=[C:11]([CH3:15])[C:12]=1[O:13][CH3:14].[K+].C(O)(=O)C, predict the reaction product. (8) Given the reactants [Cl:1][C:2]1[CH:3]=[C:4]([CH:8]=[C:9]([O:13][CH3:14])[C:10]=1[O:11][CH3:12])[C:5]([OH:7])=O.[C:15](N)(=O)C1C=CC=CC=1, predict the reaction product. The product is: [Cl:1][C:2]1[CH:3]=[C:4]([C:5](=[O:7])[CH3:15])[CH:8]=[C:9]([O:13][CH3:14])[C:10]=1[O:11][CH3:12].